This data is from Catalyst prediction with 721,799 reactions and 888 catalyst types from USPTO. The task is: Predict which catalyst facilitates the given reaction. (1) Reactant: [OH:1][C:2]1[CH:11]=[C:10]([C:12]([CH3:17])([CH3:16])[C:13]([OH:15])=[O:14])[CH:9]=[C:8]2[C:3]=1[C@@H:4]1[CH2:23][C@@H:22]([OH:24])[CH2:21][CH2:20][C@H:5]1[C:6]([CH3:19])([CH3:18])[O:7]2.C(=O)(O)[O-].[Na+].Br[CH2:31][CH2:32][CH2:33][CH3:34]. Product: [CH2:31]([O:14][C:13](=[O:15])[C:12]([C:10]1[CH:9]=[C:8]2[C:3]([C@@H:4]3[CH2:23][C@@H:22]([OH:24])[CH2:21][CH2:20][C@H:5]3[C:6]([CH3:19])([CH3:18])[O:7]2)=[C:2]([OH:1])[CH:11]=1)([CH3:16])[CH3:17])[CH2:32][CH2:33][CH3:34]. The catalyst class is: 9. (2) Reactant: C([O:8][C:9]1[CH:10]=[C:11]2[C:15](=[C:16]([CH3:18])[CH:17]=1)[N:14]([C:19]([O:21][C:22]([CH3:25])([CH3:24])[CH3:23])=[O:20])[CH:13]=[CH:12]2)C1C=CC=CC=1. The catalyst class is: 29. Product: [C:22]([O:21][C:19]([N:14]1[C:15]2[C:11](=[CH:10][C:9]([OH:8])=[CH:17][C:16]=2[CH3:18])[CH2:12][CH2:13]1)=[O:20])([CH3:25])([CH3:24])[CH3:23]. (3) Reactant: Cl[CH:2]([C:7]1[CH:12]=[C:11]([CH2:13][O:14][Si:15]([C:18]([CH3:21])([CH3:20])[CH3:19])([CH3:17])[CH3:16])[CH:10]=[CH:9][C:8]=1[C:22]1[CH:27]=[C:26]([O:28][CH3:29])[CH:25]=[CH:24][C:23]=1[F:30])[C:3]([CH3:6])([CH3:5])[CH3:4].CC(N=NC(C#N)(C)C)(C#N)C.C([SnH](CCCC)CCCC)CCC. The catalyst class is: 11. Product: [CH3:21][C:18]([Si:15]([O:14][CH2:13][C:11]1[CH:10]=[CH:9][C:8]([C:22]2[CH:27]=[C:26]([O:28][CH3:29])[CH:25]=[CH:24][C:23]=2[F:30])=[C:7]([CH2:2][C:3]([CH3:6])([CH3:5])[CH3:4])[CH:12]=1)([CH3:16])[CH3:17])([CH3:19])[CH3:20]. (4) Reactant: [F:1][C:2]([F:11])([F:10])[C:3]1[CH:4]=[C:5]([SH:9])[CH:6]=[CH:7][CH:8]=1.CS(O[CH:17]1[CH2:22][CH2:21][O:20][CH:19]([C:23]2[CH:28]=[C:27]([Br:29])[CH:26]=[CH:25][C:24]=2[Br:30])[CH2:18]1)(=O)=O.C([O-])([O-])=O.[K+].[K+]. Product: [Br:30][C:24]1[CH:25]=[CH:26][C:27]([Br:29])=[CH:28][C:23]=1[CH:19]1[CH2:18][CH:17]([S:9][C:5]2[CH:6]=[CH:7][CH:8]=[C:3]([C:2]([F:1])([F:10])[F:11])[CH:4]=2)[CH2:22][CH2:21][O:20]1. The catalyst class is: 18. (5) Reactant: [Cl:1][C:2]1[CH:3]=[CH:4][C:5]([O:24][CH3:25])=[C:6]([C:8](=[N:21][C:22]#[N:23])/[N:9]=[C:10]2\[S:11][CH:12]=[C:13]([CH3:20])[N:14]\2[CH2:15][CH:16]2[CH2:19][CH2:18][CH2:17]2)[CH:7]=1.C([N-]C(C)C)(C)C.[Li+].[CH3:34][C:35]([CH3:37])=[O:36].[Cl-].[NH4+]. Product: [Cl:1][C:2]1[CH:3]=[CH:4][C:5]([O:24][CH3:25])=[C:6]([C:8](=[N:21][C:22]#[N:23])/[N:9]=[C:10]2\[S:11][C:12]([C:35]([OH:36])([CH3:37])[CH3:34])=[C:13]([CH3:20])[N:14]\2[CH2:15][CH:16]2[CH2:19][CH2:18][CH2:17]2)[CH:7]=1. The catalyst class is: 30.